Dataset: Human Reference Interactome with 51,813 positive PPI pairs across 8,248 proteins, plus equal number of experimentally-validated negative pairs. Task: Binary Classification. Given two protein amino acid sequences, predict whether they physically interact or not. (1) Protein 1 (ENSG00000179750) has sequence MNPQIRNPMERMYRDTFYDNFENEPILYGRSYTWLCYEVKIKRGRSNLLWDTGVFRGQVYFKPQYHAEMCFLSWFCGNQLPAYKCFQITWFVSWTPCPDCVAKLAEFLSEHPNVTLTISAARLYYYWERDYRRALCRLSQAGARVTIMDYEEFAYCWENFVYNEGQQFMPWYKFDENYAFLHRTLKEILRYLMDPDTFTFNFNNDPLVLRRRQTYLCYEVERLDNGTWVLMDQHMGFLCNEAKNLLCGFYGRHAELRFLDLVPSLQLDPAQIYRVTWFISWSPCFSWGCAGEVRAFLQEN.... Protein 2 (ENSG00000205659) has sequence MASPTDGTDLEASLLSFEKLDRASPDLWPEQFLFFFLVPGVAEFAASFKSPITSSPPKWMAEIERDDIDMLKAREMTRGKFLNILEKPKK*MASPTDGTDLEASLLSFEKLDRASPDLWPEQLPGVAEFAASFKSPITSSPPKWMAEIERDDIDMLKELGSLTTANLMEKVRGLQNLAYQLGLDESREMTRGKFLNILEKPKK*MGWKMASPTDGTDLEASLLSFEKLDRASPDLWPEQLPGVAEFAASFKSPITSSPPKWMAEIERDDIDMLKELGSLTTANLMEKVRGLQNLAYQLGL.... Result: 0 (the proteins do not interact). (2) Protein 1 (ENSG00000198183) has sequence MFQTGGLIVFYGLLAQTMAQFGGLPVPLDQTLPLNVNPALPLSPTGLAGSLTNALSNGLLSGGLLGILENLPLLDILKPGGGTSGGLLGGLLGKVTSVIPGLNNIIDIKVTDPQLLELGLVQSPDGHRLYVTIPLGIKLQVNTPLVGASLLRLAVKLDITAEILAVRDKQERIHLVLGDCTHSPGSLQISLLDGLGPLPIQGLLDSLTGILNKVLPELVQGNVCPLVNEVLRGLDITLVHDIVNMLIHGLQFVIKV*MFQTGGLIVFYGLLAQTLPLNVNPALPLSPTGLAGSLTNALSN.... Protein 2 (ENSG00000104783) has sequence MGGDLVLGLGALRRRKRLLEQEKSLAGWALVLAGTGIGLMVLHAEMLWFGGCSTHFG*VDISKMHMILYDLQQNLSSSHRALEKQIDTLAGKLDALTELLSTALGPRQLPEPSQQSK*XVCCTALLVAVVARKLEFNKAEKHVHNFMMDIQYTKEEGVSCCPQASAQAAGRHQRVRAALYAHVSMCTHVQVTSLHGCVCACPCLSRFRQVRLKHRKLREQVNSMVDISKMHMILYDLQQNLSSSHRALEKQIDTLAGKLDALTELLSTALGPRQLPEPSQQSK*SDTLWLIPITFLTIGY.... Result: 0 (the proteins do not interact). (3) Protein 1 (ENSG00000121634) has sequence MGDWSFLGNILEEVNEHSTVIGRVWLTVLFIFRILILGTAAEFVWGDEQSDFVCNTQQPGCENVCYDEAFPISHIRLWVLQIIFVSTPSLMYVGHAVHYVRMEEKRKSREAEELGQQAGTNGGPDQGSVKKSSGSKGTKKFRLEGTLLRTYICHIIFKTLFEVGFIVGHYFLYGFRILPLYRCSRWPCPNVVDCFVSRPTEKTIFILFMLSVASVSLFLNVMELGHLGLKGIRSALKRPVEQPLGEIPEKSLHSIAVSSIQKAKGYQLLEEEKIVSHYFPLTEVGMVETSPLPAKPFNQF.... Protein 2 (ENSG00000174327) has sequence MARRTEPPDGGWGWVVVLSAFFQSALVFGVLRSFGVFFVEFVAAFEEQAARVSWIASIGIAVQQFGSPVGSALSTKFGPRPVVMTGGILAALGMLLASFATSLTHLYLSIGLLSGSGWALTFAPTLACLSCYFSRRRSLATGLALTGVGLSSFTFAPFFQWLLSHYAWRGSLLLVSALSLHLVACGALLRPPSLAEDPAVGGPRAQLTSLLHHGPFLRYTVALTLINTGYFIPYLHLVAHLQDLDWDPLPAAFLLSVVAISDLVGRVVSGWLGDAVPGPVTRLLMLWTTLTGVSLALFPV.... Result: 1 (the proteins interact). (4) Protein 1 (ENSG00000116095) has sequence MEGVLYKWTNYLTGWQPRWFVLDNGILSYYDSQDDVCKGSKGSIKMAVCEIKVHSADNTRMELIIPGEQHFYMKAVNAAERQRWLVALGSSKACLTDTRTKKEKEISETSESLKTKMSELRLYCDLLMQQVHTIQEFVHHDENHSSPSAENMNEASSLLSATCNTFITTLEECVKIANAKFKPEMFQLHHPDPLVSPVSPSPVQMMKRSVSHPGSCSSERSSHSIKEPVSTLHRLSQRRRRTYSDTDSCSDIPLEDPDRPVHCSKNTLNGDLASATIPEESRLMAKKQSESEDTLPSFSS.... Protein 2 (ENSG00000278845) has sequence MAAPIPQGFSCLSRFLGWWSRQPVLVTQSAAIVPVRTKKRFTPPIYQPKFKTEKEFMQHARKAGLVIPPEKSDRSIHLACTAGIFDAYVPPEGDARISSLSKEGLIERTERMKKTMASQVSIRRIKDYDANFKIKDFPEKAKDIFIEAHLCLNNSDHDRLHTLVTEHCFPDMTWDIKYKTVRWSFVESLEPSHVVQVRCSSMMNQGNVYGQITVRMHTRQTLAIYDRFGRLMYGQEDVPKDVLEYVVFEKQLTNPYGSWRMHTKIVPPWAPPKQPILKTVMIPGPQLKPEEEYEEAQGEA.... Result: 1 (the proteins interact). (5) Protein 1 (ENSG00000133678) has sequence MATAAGATYFQRGSLFWFTVITLSFGYYTWVVFWPQSIPYQNLGPLGPFTQYLVDHHHTLLCNGYWLAWLIHVGESLYAIVLCK*XTAGELPANSVSGFFKRMVKSEASNAATAYFRPARPLPSLVTVLGLGYFAWVVFWPQSIPYQNLGPLGPFTQYLVDHHHTLLCNGYWLAWLIHVGESLYAIVLCKHKGITSGRAQLLWFLQTFFFGIASLTILIAYKRKRQKQT*MATAAGATYFQRGSLFWFTVITLSFGYYTWVVFWPQSIPYQNLGPLGPFTQYLVDHHHTLLCNGYWLAWL.... Protein 2 (ENSG00000166562) has sequence MVRAGAVGAHLPASGLDIFGDLKKMNKRQLYYQVLNFAMIVSSALMIWKGLIVLTGSESPIVVVLSGSMEPAFHRGDLLFLTNFREDPIRAEIMETSNF*MVRAGAVGAHLPASGLDIFGDLKKMNKRQLYYQVLNFAMIVSSALMIWKGLIVLTGSESPIVVVLSGSMEPAFHRGDLLFLTNFREDPIRAGEIVVFKVEGRDIPIVHRVIKVHEKDNGDIKFLTKGDNNEVDDRGLYKEGQNWLEKKDVVGRARG*MVRAGAVGAHLPASGLDIFGDLKKMNKRQLYYQVLNFAMIVSS.... Result: 1 (the proteins interact). (6) Protein 1 (ENSG00000116584) has sequence MSRIESLTRARIDRSRELASKTREKEKMKEAKDARYTNGHLFTTISVSGMTMCYACNKSITAKEALICPTCNVTIHNRCKDTLANCTKVKQKQQKAALLKNNTALQSVSLRSKTTIRERPSSAIYPSDSFRQSLLGSRRGRSSLSLAKSVSTTNIAGHFNDESPLGLRRILSQSTDSLNMRNRTLSVESLIDEEVIYSELMSDFEMDEKDFAADSWSLAVDSSFLQQHKKEVMKQQDVIYELIQTELHHVRTLKIMTRLFRTGMLEELHLEPGVVQGLFPCVDELSDIHTRFLSQLLERR.... Protein 2 (ENSG00000164967) has sequence MEHYRKAGSVELPAPSPMPQLPPDTLEMRVRDGSKIRNLLGLALGRLEGGSARHVVFSGSGRAAGKAVSCAEIVKRRVPGLHQLTKLRFLQTEDSWVPASPDTGLDPLTVRRHVPAVWVLLSRDPLDPNECGYQPPGAPPGLGSMPSSSCGPRSRRRARDTRS*. Result: 1 (the proteins interact). (7) Protein 1 (ENSG00000197540) has sequence MEACVSSLLVLALGALSVGSSFGTQIIGGREVIPHSRPYMASLQRNGSHLCGGVLVHPKWVLTAAHCLAQRMAQLRLVLGLHTLDSPGLTFHIKAAIQHPRYKPVPALENDLALLQLDGKVKPSRTIRPLALPSKRQVVAAGTRCSMAGWGLTHQGGRLSRVLRELDLQVLDTRMCNNSRFWNGSLSPSMVCLAADSKDQAPCKGDSGGPLVCGKGRVLARVLSFSSRVCTDIFKPPVATAVAPYVSWIRKVTGRSA*MASLQRNGSHLCGGVLVHPKWVLTAAHCLAQRMAQLRLVLGL.... Protein 2 (ENSG00000092841) has sequence MQCDFTEDQTAEFKEAFQLFDRTGDGKILYSQCGDVMRALGQNPTNAEVLKVLGNPKSDEMNVKVLDFEHFLPMLQTVAKNKDQGTYEDYVEGLRVFDKEGNGTVMGAEIRHVLVTLGEKMTEEEVEMLVAGHEDSNGCINYEELVRMVLNG*MQCDFTEDQTAEFKEAFQLFDRTGDGKILYSQCGDVMRALGQNPTNAEVLKVLGNPKSDEMNVKVLDFEHFLPMLQTVAKNKDQGTYEDYVEGLRVFDKEGNGTVMGAEIRHVLVTLGEKMTEEEVEMLVAGHEDSNGCINYEAFVR.... Result: 0 (the proteins do not interact). (8) Protein 1 (ENSG00000176679) has sequence MEAAADGPAETQSPVEKDSPAKTQSPAQDTSIMSRNNADTGRVLALPEHKKKRKGNLPAESVKILRDWMYKHRFKAYPSEEEKQMLSEKTNLSLLRISNWFINARRRILPDMLQQRRNDPIIGHKTGKDAHATHLQSTEASVPAKSGPVVQTMYKACPCGPCQRARCQERSNQIRSRPLARSSPE*. Protein 2 (ENSG00000167114) has sequence MLLGASLVGVLLFSKLVLKLPWTQVGFSLLFLYLGSGGWRFIRVFIKTIRRDIFGGLVLLKVKAKVRQCLQERRTVPILFASTVRRHPDKTALIFEGTDTHWTFRQLDEYSSSVANFLQARGLASGDVAAIFMENRNEFVGLWLGMAKLGVEAALINTNLRRDALLHCLTTSRARALVFGSEMASAICEVHASLDPSLSLFCSGSWEPGAVPPSTEHLDPLLKDAPKHLPSCPDKGFTDKLFYIYTSGTTGLPKAAIVVHSRYYRMAALVYYGFRMRPNDIVYDCLPLYHSAGNIVGIGQ.... Result: 0 (the proteins do not interact).